This data is from Reaction yield outcomes from USPTO patents with 853,638 reactions. The task is: Predict the reaction yield, written as a fraction of the theoretical maximum amount of product (1.0 means a 100% yield; for example, 0.34 means a 34% yield). The reactants are C(Cl)(=O)C(Cl)=O.[F:7][C:8]1[CH:13]=[CH:12][C:11]([C:14]2[CH:19]=[CH:18][C:17]([C:20]([OH:22])=O)=[CH:16][CH:15]=2)=[CH:10][CH:9]=1.[CH3:23][N:24]([CH:35]1[CH2:40][CH2:39][N:38]([CH3:41])[CH2:37][CH2:36]1)[C:25]1[O:26][C:27]2[CH:33]=[CH:32][C:31]([NH2:34])=[CH:30][C:28]=2[N:29]=1.N1C=CC=CC=1. The catalyst is CN(C=O)C.C(Cl)Cl. The product is [CH3:23][N:24]([CH:35]1[CH2:40][CH2:39][N:38]([CH3:41])[CH2:37][CH2:36]1)[C:25]1[O:26][C:27]2[CH:33]=[CH:32][C:31]([NH:34][C:20]([C:17]3[CH:16]=[CH:15][C:14]([C:11]4[CH:10]=[CH:9][C:8]([F:7])=[CH:13][CH:12]=4)=[CH:19][CH:18]=3)=[O:22])=[CH:30][C:28]=2[N:29]=1. The yield is 0.380.